This data is from Full USPTO retrosynthesis dataset with 1.9M reactions from patents (1976-2016). The task is: Predict the reactants needed to synthesize the given product. Given the product [CH3:1][O:2][CH2:3][C:4]1[C:13]([N+:25]([O-:27])=[O:26])=[C:12]([OH:14])[C:11]2[C:6](=[N:7][C:8]([C:15]3[C:20]([C:21]([F:24])([F:22])[F:23])=[CH:19][CH:18]=[CH:17][N:16]=3)=[CH:9][CH:10]=2)[N:5]=1, predict the reactants needed to synthesize it. The reactants are: [CH3:1][O:2][CH2:3][C:4]1[CH:13]=[C:12]([OH:14])[C:11]2[C:6](=[N:7][C:8]([C:15]3[C:20]([C:21]([F:24])([F:23])[F:22])=[CH:19][CH:18]=[CH:17][N:16]=3)=[CH:9][CH:10]=2)[N:5]=1.[N+:25]([O-])([OH:27])=[O:26].[OH-].[Na+].